This data is from Catalyst prediction with 721,799 reactions and 888 catalyst types from USPTO. The task is: Predict which catalyst facilitates the given reaction. (1) Reactant: [C:1]([O:5][C:6]([N:8]1[CH2:13][CH2:12][CH:11]([C:14]([OH:16])=O)[CH2:10][CH2:9]1)=[O:7])([CH3:4])([CH3:3])[CH3:2].CCN([CH:23]([CH3:25])[CH3:24])C(C)C.CN(C(ON1N=NC2C=CC=NC1=2)=[N+](C)C)C.F[P-](F)(F)(F)(F)F.[CH3:50][C:51]1C=CC=[CH:53][C:52]=1[SH:57]. Product: [C:1]([O:5][C:6]([N:8]1[CH2:9][CH2:10][CH:11]([C:14]([S:57][C:52]2[CH:53]=[CH:25][C:23]([CH3:24])=[CH:50][CH:51]=2)=[O:16])[CH2:12][CH2:13]1)=[O:7])([CH3:2])([CH3:3])[CH3:4]. The catalyst class is: 3. (2) Reactant: ClC1C=CC=C(C(OO)=[O:9])C=1.[CH3:12][O:13][C:14]1[C:29]([S:30][CH3:31])=[C:28]([C:32]([F:35])([F:34])[F:33])[CH:27]=[CH:26][C:15]=1[C:16]([O:18][C:19]1[CH2:24][CH2:23][CH2:22][C:21](=[O:25])[CH:20]=1)=[O:17].S([O-])(O)=O.[Na+]. Product: [CH3:12][O:13][C:14]1[C:29]([S:30]([CH3:31])=[O:9])=[C:28]([C:32]([F:35])([F:34])[F:33])[CH:27]=[CH:26][C:15]=1[C:16]([O:18][C:19]1[CH2:24][CH2:23][CH2:22][C:21](=[O:25])[CH:20]=1)=[O:17]. The catalyst class is: 4. (3) Reactant: [F:1][C:2]1[CH:3]=[N:4][C:5]([NH:11][CH:12]2[CH2:17][CH2:16][N:15]([CH3:18])[CH2:14][CH2:13]2)=[C:6]([CH:10]=1)[C:7]([OH:9])=O.C(N(CC)CC)C.[C:26]([O:30][C:31](=[O:40])[NH:32][CH:33]1[CH2:38][CH2:37][CH:36]([NH2:39])[CH2:35][CH2:34]1)([CH3:29])([CH3:28])[CH3:27]. Product: [C:26]([O:30][C:31](=[O:40])[NH:32][C@H:33]1[CH2:34][CH2:35][C@@H:36]([NH:39][C:7]([C:6]2[C:5]([NH:11][CH:12]3[CH2:17][CH2:16][N:15]([CH3:18])[CH2:14][CH2:13]3)=[N:4][CH:3]=[C:2]([F:1])[CH:10]=2)=[O:9])[CH2:37][CH2:38]1)([CH3:29])([CH3:27])[CH3:28]. The catalyst class is: 10. (4) Reactant: [C:1]([OH:10])(=[O:9])[CH2:2][CH2:3][CH2:4][CH2:5][C:6]([OH:8])=[O:7].[CH2:11]([C:13]([CH2:18][OH:19])([CH2:16][OH:17])[CH2:14][CH3:15])[OH:12].C1(C)C=CC=CC=1. Product: [C:1]([OH:10])(=[O:9])[CH2:2][CH2:3][CH2:4][CH2:5][C:6]([OH:8])=[O:7].[CH2:11]([C:13]([CH2:18][OH:19])([CH2:16][OH:17])[CH2:14][CH3:15])[OH:12]. The catalyst class is: 6. (5) Reactant: [BH4-].[Na+].[Cl:3][C:4]1[CH:38]=[CH:37][CH:36]=[CH:35][C:5]=1[CH2:6][N:7]1[C:15]2[C:10](=[CH:11][CH:12]=[CH:13][CH:14]=2)[C:9]([C:25]2[CH:30]=[C:29]([CH3:31])[C:28]([OH:32])=[C:27]([CH3:33])[CH:26]=2)([C:16]2[CH:21]=[CH:20][C:19]([N+:22]([O-])=O)=[CH:18][CH:17]=2)[C:8]1=[O:34].[CH3:39]O. Product: [NH2:22][C:19]1[CH:18]=[CH:17][C:16]([C:9]2([C:25]3[CH:30]=[C:29]([CH3:31])[C:28]([O:32][CH3:39])=[C:27]([CH3:33])[CH:26]=3)[C:10]3[C:15](=[CH:14][CH:13]=[CH:12][CH:11]=3)[N:7]([CH2:6][C:5]3[CH:35]=[CH:36][CH:37]=[CH:38][C:4]=3[Cl:3])[C:8]2=[O:34])=[CH:21][CH:20]=1. The catalyst class is: 1.